From a dataset of Reaction yield outcomes from USPTO patents with 853,638 reactions. Predict the reaction yield, written as a fraction of the theoretical maximum amount of product (1.0 means a 100% yield; for example, 0.34 means a 34% yield). The reactants are Br[C:2]1[N:7]=[C:6]([NH:8][C:9]([C:11]2([C:14]3[CH:24]=[CH:23][C:17]4[O:18][C:19]([F:22])([F:21])[O:20][C:16]=4[CH:15]=3)[CH2:13][CH2:12]2)=[O:10])[CH:5]=[CH:4][CH:3]=1.[CH3:25][O:26][C:27]1[C:32](B(O)O)=[CH:31][CH:30]=[CH:29][N:28]=1.C(=O)([O-])[O-].[Na+].[Na+]. The catalyst is CN(C)C=O.C1C=CC(P(C2C=CC=CC=2)[C-]2C=CC=C2)=CC=1.C1C=CC(P(C2C=CC=CC=2)[C-]2C=CC=C2)=CC=1.Cl[Pd]Cl.[Fe+2]. The product is [F:21][C:19]1([F:22])[O:18][C:17]2[CH:23]=[CH:24][C:14]([C:11]3([C:9]([NH:8][C:6]4[N:7]=[C:2]([C:32]5[C:27]([O:26][CH3:25])=[N:28][CH:29]=[CH:30][CH:31]=5)[CH:3]=[CH:4][CH:5]=4)=[O:10])[CH2:13][CH2:12]3)=[CH:15][C:16]=2[O:20]1. The yield is 0.500.